Dataset: Full USPTO retrosynthesis dataset with 1.9M reactions from patents (1976-2016). Task: Predict the reactants needed to synthesize the given product. (1) The reactants are: [O:1]1[C:5]2[CH:6]=[CH:7][C:8]([CH:10]3[C:22]4[NH:21][C:20]5[C:15](=[CH:16][CH:17]=[CH:18][CH:19]=5)[C:14]=4[CH2:13][CH2:12][NH:11]3)=[CH:9][C:4]=2[CH2:3][CH2:2]1.Br[C:24]1[CH:29]=[CH:28][C:27]([Br:30])=[CH:26][N:25]=1.C1C=CC(P(C2C=CC=CC=2)CCCP(C2C=CC=CC=2)C2C=CC=CC=2)=CC=1.CC([O-])(C)C.[Na+]. Given the product [Br:30][C:27]1[CH:28]=[CH:29][C:24]([N:11]2[CH2:12][CH2:13][C:14]3[C:15]4[C:20](=[CH:19][CH:18]=[CH:17][CH:16]=4)[NH:21][C:22]=3[CH:10]2[C:8]2[CH:7]=[CH:6][C:5]3[O:1][CH2:2][CH2:3][C:4]=3[CH:9]=2)=[N:25][CH:26]=1, predict the reactants needed to synthesize it. (2) The reactants are: [NH2:1][C:2]1[CH:6]=[C:5]([C:7]2[CH:12]=[CH:11][CH:10]=[CH:9][CH:8]=2)[S:4][C:3]=1[C:13]([NH2:15])=[O:14].[N:16]([O-])=O.[Na+]. Given the product [C:7]1([C:5]2[S:4][C:3]3[C:13](=[O:14])[NH:15][N:16]=[N:1][C:2]=3[CH:6]=2)[CH:12]=[CH:11][CH:10]=[CH:9][CH:8]=1, predict the reactants needed to synthesize it. (3) Given the product [CH:41]([O:45][C:46]([N:48]1[CH2:49][CH2:50][CH:51]([N:54]2[C:58]3=[N:59][CH:60]=[N:61][C:62]([O:63][C:64]4[C:69]([C:70]#[N:71])=[CH:68][CH:67]=[C:66]([F:72])[C:65]=4[F:73])=[C:57]3[CH:56]=[N:55]2)[CH2:52][CH2:53]1)=[O:47])([CH3:43])[CH3:42], predict the reactants needed to synthesize it. The reactants are: ClC(OC(C)C)=O.FC(F)(F)C(O)=O.FC1C(OC2N=CN=C3N(C4CCNCC4)N=CC=23)=C(C=CC=1F)C#N.[C:41]([O:45][C:46]([N:48]1[CH2:53][CH2:52][CH:51]([N:54]2[C:58]3=[N:59][CH:60]=[N:61][C:62]([O:63][C:64]4[C:69]([C:70]#[N:71])=[CH:68][CH:67]=[C:66]([F:72])[C:65]=4[F:73])=[C:57]3[CH:56]=[N:55]2)[CH2:50][CH2:49]1)=[O:47])(C)([CH3:43])[CH3:42].FC(F)(F)C(O)=O.C(OC1C=CC(OC2N=CN=C3N(C4CCNCC4)N=CC=23)=C(F)C=1)C.C(N(C(C)C)CC)(C)C.